From a dataset of Forward reaction prediction with 1.9M reactions from USPTO patents (1976-2016). Predict the product of the given reaction. (1) Given the reactants C([O:3][C:4](=[O:20])[CH2:5][C:6]1([NH:12][CH2:13][C:14]2[CH:19]=[CH:18][CH:17]=[CH:16][CH:15]=2)[CH2:9][S:8](=[O:11])(=[O:10])[CH2:7]1)C.O.[OH-].[Li+], predict the reaction product. The product is: [CH2:13]([NH:12][C:6]1([CH2:5][C:4]([OH:20])=[O:3])[CH2:7][S:8](=[O:10])(=[O:11])[CH2:9]1)[C:14]1[CH:19]=[CH:18][CH:17]=[CH:16][CH:15]=1. (2) The product is: [CH3:1][CH:2]([OH:3])[C@@H:4]1[C@:8]2([CH3:23])[C@H:7]([C@H:12]3[C@H:11]([CH2:10][CH2:9]2)[C@:21]2([CH3:22])[C:15](=[CH:16][CH:17]([OH:18])[CH2:19][CH2:20]2)[CH2:14][CH2:13]3)[CH2:6][CH2:5]1. Given the reactants [CH3:1][C:2]([C@@H:4]1[C@@:8]2([CH3:23])[CH2:9][CH2:10][C@@H:11]3[C@:21]4([CH3:22])[C:15](=[CH:16][C:17]([CH2:19][CH2:20]4)=[O:18])[CH2:14][CH2:13][C@H:12]3[C@@H:7]2[CH2:6][CH2:5]1)=[O:3].[BH4-].[Na+], predict the reaction product. (3) Given the reactants [CH2:1]([C@@H:8]([NH:25][CH3:26])[CH2:9][N:10]1[CH2:15][CH2:14][C:13]([C:16]2[CH:21]=[C:20]([F:22])[CH:19]=[CH:18][C:17]=2[O:23][CH3:24])=[CH:12][CH2:11]1)[C:2]1[CH:7]=[CH:6][CH:5]=[CH:4][CH:3]=1.C(N(CC)CC)C.[CH3:34][C:35]1([C:41](Cl)=[O:42])[CH2:40][CH2:39][CH2:38][CH2:37][CH2:36]1.C(O)(=O)/C=C/C(O)=O, predict the reaction product. The product is: [CH2:1]([C@@H:8]([N:25]([CH3:26])[C:41]([C:35]1([CH3:34])[CH2:40][CH2:39][CH2:38][CH2:37][CH2:36]1)=[O:42])[CH2:9][N:10]1[CH2:15][CH2:14][CH:13]([C:16]2[CH:21]=[C:20]([F:22])[CH:19]=[CH:18][C:17]=2[O:23][CH3:24])[CH2:12][CH2:11]1)[C:2]1[CH:3]=[CH:4][CH:5]=[CH:6][CH:7]=1. (4) Given the reactants FC(F)(F)C(O)=O.ClCCl.[NH2:11][C:12]1[N:17]=[CH:16][N:15]=[C:14]2[N:18]([CH:34]3[CH2:38][CH2:37][N:36](C(OC(C)(C)C)=O)[CH2:35]3)[N:19]=[C:20]([C:21]3[CH:26]=[CH:25][C:24]([O:27][C:28]4[CH:33]=[CH:32][CH:31]=[CH:30][CH:29]=4)=[CH:23][CH:22]=3)[C:13]=12, predict the reaction product. The product is: [O:27]([C:24]1[CH:23]=[CH:22][C:21]([C:20]2[C:13]3[C:14](=[N:15][CH:16]=[N:17][C:12]=3[NH2:11])[N:18]([CH:34]3[CH2:38][CH2:37][NH:36][CH2:35]3)[N:19]=2)=[CH:26][CH:25]=1)[C:28]1[CH:33]=[CH:32][CH:31]=[CH:30][CH:29]=1. (5) Given the reactants [F:1][C:2]([F:11])([F:10])[C:3]1[C:4]([OH:9])=[N:5][CH:6]=[CH:7][CH:8]=1.OS(O)(=O)=O.[N+:17]([O-])([OH:19])=[O:18], predict the reaction product. The product is: [N+:17]([C:7]1[CH:8]=[C:3]([C:2]([F:1])([F:10])[F:11])[C:4]([OH:9])=[N:5][CH:6]=1)([O-:19])=[O:18].